From a dataset of Forward reaction prediction with 1.9M reactions from USPTO patents (1976-2016). Predict the product of the given reaction. (1) Given the reactants [O:1]=[C:2]1[C:11]2[C:6](=[CH:7][C:8]([C:12]([OH:14])=[O:13])=[CH:9][CH:10]=2)[N:5]=[C:4]2[CH2:15][CH2:16][CH2:17][CH2:18][CH2:19][CH2:20][N:3]12.[CH:21](=O)[CH3:22].CC(O[Na])=O.C([O-])([O-])=O.[Na+].[Na+], predict the reaction product. The product is: [CH:21](=[C:15]1/[CH2:16][CH2:17][CH2:18][CH2:19][CH2:20][N:3]2[C:2](=[O:1])[C:11]3[C:6](=[CH:7][C:8]([C:12]([OH:14])=[O:13])=[CH:9][CH:10]=3)[N:5]=[C:4]/12)/[CH3:22]. (2) Given the reactants [CH:1]1[CH:2]=[CH:3][C:4]2[N:15]([C:16]([NH2:18])=[O:17])[C:14]3[CH:13]=[CH:12][CH:11]=[CH:10][C:9]=3[CH:8]=[CH:7][C:5]=2[CH:6]=1.[CH:19]([OH:21])=[O:20], predict the reaction product. The product is: [CH:11]1[CH:12]=[CH:13][C:14]2[N:15]([C:16]([NH2:18])=[O:17])[C:4]3[CH:3]=[CH:2][CH:1]=[CH:6][C:5]=3[CH:7]=[CH:8][C:9]=2[CH:10]=1.[CH:19]([OH:21])=[O:20]. (3) Given the reactants Cl[C:2]1[N:11]=[C:10]([NH:12][CH2:13][C@@H:14]([NH:21][C:22](=[O:24])[CH3:23])[C:15]2[CH:20]=[CH:19][CH:18]=[CH:17][CH:16]=2)[C:9]2[C:4](=[CH:5][CH:6]=[CH:7][CH:8]=2)[N:3]=1.[N:25]1[CH:26]=[CH:27][N:28]2[CH:33]=[C:32](B(O)O)[CH:31]=[CH:30][C:29]=12.N1C=CN2C=C(C3N=C(NCC(C4C=CC=CC=4)C4NC=CC=4)C4C(=CC=CC=4)N=3)C=CC=12, predict the reaction product. The product is: [N:25]1[CH:26]=[CH:27][N:28]2[CH:33]=[C:32]([C:2]3[N:11]=[C:10]([NH:12][CH2:13][C@@H:14]([NH:21][C:22](=[O:24])[CH3:23])[C:15]4[CH:20]=[CH:19][CH:18]=[CH:17][CH:16]=4)[C:9]4[C:4](=[CH:5][CH:6]=[CH:7][CH:8]=4)[N:3]=3)[CH:31]=[CH:30][C:29]=12. (4) Given the reactants OP(O)(O)=O.[Br:6][C:7]1[CH:12]=[CH:11][C:10]([C:13](O)([CH3:15])[CH3:14])=[C:9]([NH:17][C:18]2[CH:23]=[CH:22][CH:21]=[CH:20][CH:19]=2)[CH:8]=1, predict the reaction product. The product is: [Br:6][C:7]1[CH:12]=[CH:11][C:10]2[C:13]([CH3:15])([CH3:14])[C:23]3[C:18]([NH:17][C:9]=2[CH:8]=1)=[CH:19][CH:20]=[CH:21][CH:22]=3. (5) Given the reactants [CH2:1]1[C:7]2[CH:8]=[CH:9][C:10]([O:12][C:13]3[CH:21]=[CH:20][C:16]([C:17]([NH2:19])=[O:18])=[CH:15][N:14]=3)=[CH:11][C:6]=2[CH2:5][CH2:4][CH2:3][NH:2]1.C([O-])([O-])=O.[K+].[K+].Br[CH2:29][CH2:30][CH2:31][CH3:32].C(OCC)(=O)C, predict the reaction product. The product is: [CH2:29]([N:2]1[CH2:3][CH2:4][CH2:5][C:6]2[CH:11]=[C:10]([O:12][C:13]3[CH:21]=[CH:20][C:16]([C:17]([NH2:19])=[O:18])=[CH:15][N:14]=3)[CH:9]=[CH:8][C:7]=2[CH2:1]1)[CH2:30][CH2:31][CH3:32].